The task is: Predict which catalyst facilitates the given reaction.. This data is from Catalyst prediction with 721,799 reactions and 888 catalyst types from USPTO. (1) Reactant: [Cl:1][C:2]1[CH:7]=[CH:6][C:5]([CH2:8]/[C:9](/[C:29]2[CH:34]=[CH:33][CH:32]=[C:31]([C:35]#[N:36])[CH:30]=2)=[C:10](/[NH:12][C:13](=[O:28])[C:14]([CH3:27])([O:16][C:17]2[CH:22]=[CH:21][C:20]([C:23]([F:26])([F:25])[F:24])=[CH:19][N:18]=2)[CH3:15])\[CH3:11])=[CH:4][CH:3]=1.C([O-])([O-])=[O:38].[K+].[K+].CS(C)=O.OO. Product: [Cl:1][C:2]1[CH:7]=[CH:6][C:5]([CH2:8]/[C:9](/[C:29]2[CH:30]=[C:31]([CH:32]=[CH:33][CH:34]=2)[C:35]([NH2:36])=[O:38])=[C:10](/[NH:12][C:13](=[O:28])[C:14]([CH3:15])([O:16][C:17]2[CH:22]=[CH:21][C:20]([C:23]([F:25])([F:26])[F:24])=[CH:19][N:18]=2)[CH3:27])\[CH3:11])=[CH:4][CH:3]=1. The catalyst class is: 480. (2) Reactant: [O:1]1[C:5]2[CH:6]=[CH:7][CH:8]=[CH:9][C:4]=2[CH2:3][CH:2]1[C:10]([OH:12])=[O:11].[Br:13]Br.O.S(=O)(O)[O-].[Na+]. Product: [Br:13][C:8]1[CH:7]=[CH:6][C:5]2[O:1][CH:2]([C:10]([OH:12])=[O:11])[CH2:3][C:4]=2[CH:9]=1. The catalyst class is: 15. (3) The catalyst class is: 8. Reactant: [Cl:1][C:2]1[CH:9]=[CH:8][C:5]([CH:6]=[O:7])=[CH:4][CH:3]=1.[C-]#N.[K+].[OH2:13]. Product: [Cl:1][C:2]1[CH:9]=[CH:8][C:5]([C:6](=[O:7])[CH:6]([C:5]2[CH:8]=[CH:9][C:2]([Cl:1])=[CH:3][CH:4]=2)[OH:13])=[CH:4][CH:3]=1. (4) Product: [CH2:14]1[CH2:18][O:17][C:16]2[CH:19]=[CH:20][C:21]3[CH2:22][CH2:23]/[C:24](=[CH:5]\[C:3]#[N:4])/[C:25]=3[C:15]1=2. The catalyst class is: 11. Reactant: [H-].[Na+].[C:3]([CH2:5]P(OCC)(=O)OCC)#[N:4].[CH2:14]1[CH2:18][O:17][C:16]2[CH:19]=[CH:20][C:21]3[CH2:22][CH2:23][C:24](=O)[C:25]=3[C:15]1=2.CO.